This data is from Full USPTO retrosynthesis dataset with 1.9M reactions from patents (1976-2016). The task is: Predict the reactants needed to synthesize the given product. (1) Given the product [NH2:20][C:17]1[S:18][CH:19]=[C:15](/[C:14](=[N:21]/[O:22][C:23]([CH3:28])([CH3:27])[C:24]([OH:26])=[O:25])/[C:13]([NH:12][C@@H:11]2[C:10](=[O:30])[N:9]([S:31]([OH:34])(=[O:32])=[O:33])[C@@H:8]2[CH2:7][N:4]2[CH2:5][CH2:6][C@H:2]([NH:1][C:42]([NH2:43])=[NH:37])[C:3]2=[O:35])=[O:29])[N:16]=1, predict the reactants needed to synthesize it. The reactants are: [NH2:1][C@H:2]1[CH2:6][CH2:5][N:4]([CH2:7][C@@H:8]2[C@H:11]([NH:12][C:13](=[O:29])/[C:14](=[N:21]\[O:22][C:23]([CH3:28])([CH3:27])[C:24]([OH:26])=[O:25])/[C:15]3[N:16]=[C:17]([NH2:20])[S:18][CH:19]=3)[C:10](=[O:30])[N:9]2[S:31]([OH:34])(=[O:33])=[O:32])[C:3]1=[O:35].Cl.[N:37]1([C:42](=N)[NH2:43])C=CC=N1. (2) Given the product [CH2:5]([N:12]1[C:19]2[CH:18]3[CH2:20][CH:17]3[CH2:16][C:15]=2[C:14]([C:21]#[N:23])=[N:13]1)[C:6]1[CH:7]=[CH:8][CH:9]=[CH:10][CH:11]=1, predict the reactants needed to synthesize it. The reactants are: S(Cl)(Cl)=O.[CH2:5]([N:12]1[C:19]2[CH:18]3[CH2:20][CH:17]3[CH2:16][C:15]=2[C:14]([C:21]([NH2:23])=O)=[N:13]1)[C:6]1[CH:11]=[CH:10][CH:9]=[CH:8][CH:7]=1.C([O-])(O)=O.[Na+].O. (3) Given the product [F:1][C:2]1[CH:7]=[C:6]([F:8])[CH:5]=[CH:4][C:3]=1[C@:9]([OH:10])([C@H:11]([N:29]1[CH2:30][CH:31]=[C:26]([C:23]2[CH:22]=[CH:21][C:20]([CH3:19])=[CH:25][N:24]=2)[CH2:27][CH2:28]1)[CH3:12])[CH2:13][N:14]1[CH:18]=[N:17][CH:16]=[N:15]1, predict the reactants needed to synthesize it. The reactants are: [F:1][C:2]1[CH:7]=[C:6]([F:8])[CH:5]=[CH:4][C:3]=1[C@@:9]1([CH2:13][N:14]2[CH:18]=[N:17][CH:16]=[N:15]2)[C@H:11]([CH3:12])[O:10]1.[CH3:19][C:20]1[CH:21]=[CH:22][C:23]([C:26]2[CH2:27][CH2:28][NH:29][CH2:30][CH:31]=2)=[N:24][CH:25]=1.O.O.O.Cl([O-])(=O)(=O)=O.[Li+].